Predict which catalyst facilitates the given reaction. From a dataset of Catalyst prediction with 721,799 reactions and 888 catalyst types from USPTO. (1) Reactant: [H-].[Na+].[F:3][C:4]([F:19])([F:18])[CH:5]([C:7]1[CH:12]=[CH:11][CH:10]=[CH:9][C:8]=1[C:13]1[O:14][CH:15]=[CH:16][CH:17]=1)[OH:6].[Cl:20][C:21]1[CH:26]=[C:25](Cl)[N:24]=[CH:23][N:22]=1.O. Product: [Cl:20][C:21]1[CH:26]=[C:25]([O:6][CH:5]([C:7]2[CH:12]=[CH:11][CH:10]=[CH:9][C:8]=2[C:13]2[O:14][CH:15]=[CH:16][CH:17]=2)[C:4]([F:3])([F:18])[F:19])[N:24]=[CH:23][N:22]=1. The catalyst class is: 56. (2) Reactant: Cl[C:2]1[CH:7]=[C:6]([Cl:8])[N:5]=[C:4]([NH2:9])[N:3]=1.[N:10]1[C:19]2[C:14](=[C:15](B(O)O)[CH:16]=[CH:17][CH:18]=2)[CH:13]=[CH:12][CH:11]=1.C(=O)([O-])[O-].[K+].[K+]. Product: [Cl:8][C:6]1[CH:7]=[C:2]([C:15]2[CH:16]=[CH:17][CH:18]=[C:19]3[C:14]=2[CH:13]=[CH:12][CH:11]=[N:10]3)[N:3]=[C:4]([NH2:9])[N:5]=1. The catalyst class is: 70. (3) Reactant: C(OC(=O)[NH:7][C:8]1[CH:13]=[CH:12][C:11]([O:14][C:15]([F:18])([F:17])[F:16])=[CH:10][C:9]=1[NH:19][C:20](=[O:36])[CH2:21][C:22](=O)[C:23]1[CH:28]=[CH:27][CH:26]=[C:25]([C:29]2[CH:30]=[N:31][CH:32]=[CH:33][CH:34]=2)[CH:24]=1)(C)(C)C.C(O)(C(F)(F)F)=O. Product: [N:31]1[CH:32]=[CH:33][CH:34]=[C:29]([C:25]2[CH:24]=[C:23]([C:22]3[CH2:21][C:20](=[O:36])[NH:19][C:9]4[CH:10]=[C:11]([O:14][C:15]([F:18])([F:17])[F:16])[CH:12]=[CH:13][C:8]=4[N:7]=3)[CH:28]=[CH:27][CH:26]=2)[CH:30]=1. The catalyst class is: 2. (4) Reactant: [C:1]([O:5][C:6]([NH:8][C@H:9]([CH2:14][C:15]1[CH:20]=[C:19]([F:21])[CH:18]=[CH:17][C:16]=1[F:22])[CH2:10][C:11](O)=[O:12])=[O:7])([CH3:4])([CH3:3])[CH3:2].NN.O.O[N:27]1C2C=CC=CC=2N=[N:28]1.Cl.CN(C)CCCN=C=NCC.C(N(CC)C(C)C)(C)C. Product: [C:1]([O:5][C:6](=[O:7])[NH:8][C@H:9]([CH2:14][C:15]1[CH:20]=[C:19]([F:21])[CH:18]=[CH:17][C:16]=1[F:22])[CH2:10][C:11]([NH:27][NH2:28])=[O:12])([CH3:4])([CH3:3])[CH3:2]. The catalyst class is: 4. (5) Reactant: [Cl:1][C:2]1[CH:3]=[CH:4][C:5]([O:25][CH2:26][CH:27]([CH3:29])[CH3:28])=[C:6]([NH:8][C:9]2[S:10][CH:11]=[C:12]([C:14]3[NH:18][C:17]4[CH:19]=[CH:20][C:21]([CH2:23][OH:24])=[CH:22][C:16]=4[N:15]=3)[N:13]=2)[CH:7]=1.CC(OI1(OC(C)=O)(OC(C)=O)OC(=O)C2C=CC=CC1=2)=O. Product: [Cl:1][C:2]1[CH:3]=[CH:4][C:5]([O:25][CH2:26][CH:27]([CH3:29])[CH3:28])=[C:6]([NH:8][C:9]2[S:10][CH:11]=[C:12]([C:14]3[NH:18][C:17]4[CH:19]=[CH:20][C:21]([CH:23]=[O:24])=[CH:22][C:16]=4[N:15]=3)[N:13]=2)[CH:7]=1. The catalyst class is: 4. (6) Product: [CH3:26][CH:22]([CH2:21][CH2:20][C:14]1[CH:15]=[CH:16][CH:17]=[CH:18][CH:19]=1)[CH2:23][CH2:11][O:10][C:8](=[O:9])[C:7]1[CH:6]=[CH:5][C:4]([NH2:3])=[CH:13][CH:12]=1. The catalyst class is: 11. Reactant: [H-].[Na+].[NH2:3][C:4]1[CH:13]=[CH:12][C:7]([C:8]([O:10][CH3:11])=[O:9])=[CH:6][CH:5]=1.[C:14]1([CH2:20][CH2:21][CH2:22][CH2:23]CO)[CH:19]=[CH:18][CH:17]=[CH:16][CH:15]=1.[CH3:26]O. (7) Reactant: Cl[C:2]1[CH:3]=[C:4]([CH:8]=[CH:9][N:10]=1)[C:5]([OH:7])=[O:6].[CH3:11][O-:12].[Na+].I[CH3:15].O. Product: [CH3:11][O:12][C:2]1[CH:3]=[C:4]([CH:8]=[CH:9][N:10]=1)[C:5]([O:7][CH3:15])=[O:6]. The catalyst class is: 121. (8) Reactant: [N+:1]([C:4]1[CH:11]=[CH:10][C:9]([O:12][C:13]2[CH:18]=[CH:17][CH:16]=[CH:15][CH:14]=2)=[CH:8][C:5]=1[CH:6]=O)([O-:3])=[O:2].[NH2:19][CH2:20][CH2:21][C:22]([N:24]([CH:26]1[CH2:31][CH2:30][CH2:29][CH2:28][CH2:27]1)[CH3:25])=[O:23].C(O[BH-](OC(=O)C)OC(=O)C)(=O)C.[Na+].[OH-].[Na+]. Product: [CH3:25][N:24]([C:26]1[CH:31]=[CH:30][CH:29]=[CH:28][CH:27]=1)[C:22](=[O:23])[CH2:21][CH2:20][NH:19][CH2:6][C:5]1[CH:8]=[C:9]([O:12][C:13]2[CH:18]=[CH:17][CH:16]=[CH:15][CH:14]=2)[CH:10]=[CH:11][C:4]=1[N+:1]([O-:3])=[O:2]. The catalyst class is: 26.